This data is from Catalyst prediction with 721,799 reactions and 888 catalyst types from USPTO. The task is: Predict which catalyst facilitates the given reaction. (1) Reactant: [NH:1]1[C:9]2[C:4](=[CH:5][CH:6]=[CH:7][CH:8]=2)[CH:3]=[C:2]1[C:10]1[C:11]([O:32][CH3:33])=[CH:12][C:13]([O:30][CH3:31])=[C:14](/[CH:16]=[CH:17]/[C:18]([C:20]2[CH:25]=[CH:24][C:23]([S:26]([NH2:29])(=[O:28])=[O:27])=[CH:22][CH:21]=2)=[O:19])[CH:15]=1.CCN(CC)CC.[CH3:41][C:42](OC(C)=O)=[O:43]. Product: [C:42]([NH:29][S:26]([C:23]1[CH:22]=[CH:21][C:20]([C:18](=[O:19])/[CH:17]=[CH:16]/[C:14]2[CH:15]=[C:10]([C:2]3[NH:1][C:9]4[C:4]([CH:3]=3)=[CH:5][CH:6]=[CH:7][CH:8]=4)[C:11]([O:32][CH3:33])=[CH:12][C:13]=2[O:30][CH3:31])=[CH:25][CH:24]=1)(=[O:28])=[O:27])(=[O:43])[CH3:41]. The catalyst class is: 251. (2) Reactant: Br[C:2]1[CH:3]=[CH:4][C:5]([N+:16]([O-:18])=[O:17])=[C:6]([CH:15]=1)[NH:7][CH2:8][C:9]1[CH:14]=[CH:13][CH:12]=[CH:11][N:10]=1.CC1(C)C(C)(C)OB([C:27]2[CH2:28][CH2:29][O:30][CH2:31][CH:32]=2)O1.C(=O)([O-])[O-].[Cs+].[Cs+].O. Product: [O:30]1[CH2:29][CH:28]=[C:27]([C:2]2[CH:3]=[CH:4][C:5]([N+:16]([O-:18])=[O:17])=[C:6]([CH:15]=2)[NH:7][CH2:8][C:9]2[CH:14]=[CH:13][CH:12]=[CH:11][N:10]=2)[CH2:32][CH2:31]1. The catalyst class is: 216. (3) Reactant: F[C:2]1[CH:3]=[CH:4][C:5]([C:8]([NH:10][CH3:11])=[O:9])=[N:6][CH:7]=1.[CH3:12][O:13][CH2:14][C@H:15]([CH3:35])[O:16][C:17]1[CH:18]=[C:19]([OH:34])[CH:20]=[C:21]([C:23]2[NH:24][C:25]([C:28]3[O:29][C@@H:30]([CH3:33])[CH2:31][N:32]=3)=[CH:26][CH:27]=2)[CH:22]=1.C(=O)([O-])[O-].[K+].[K+].O. Product: [CH3:12][O:13][CH2:14][C@H:15]([CH3:35])[O:16][C:17]1[CH:18]=[C:19]([CH:20]=[C:21]([C:23]2[NH:24][C:25]([C:28]3[O:29][C@@H:30]([CH3:33])[CH2:31][N:32]=3)=[CH:26][CH:27]=2)[CH:22]=1)[O:34][C:2]1[CH:3]=[CH:4][C:5]([C:8]([NH:10][CH3:11])=[O:9])=[N:6][CH:7]=1. The catalyst class is: 9. (4) Reactant: O[C:2]1[CH:7]=[C:6]([CH3:8])O[C:4](=[O:9])[CH:3]=1.[F:10][C:11]1[CH:18]=[CH:17][C:14]([CH2:15][NH2:16])=[CH:13][CH:12]=1. Product: [F:10][C:11]1[CH:18]=[CH:17][C:14]([CH2:15][N:16]2[C:6]([CH3:8])=[CH:7][C:2]([NH:16][CH2:15][C:14]3[CH:17]=[CH:18][C:11]([F:10])=[CH:12][CH:13]=3)=[CH:3][C:4]2=[O:9])=[CH:13][CH:12]=1. The catalyst class is: 51.